This data is from Reaction yield outcomes from USPTO patents with 853,638 reactions. The task is: Predict the reaction yield, written as a fraction of the theoretical maximum amount of product (1.0 means a 100% yield; for example, 0.34 means a 34% yield). (1) The yield is 0.880. The reactants are [CH3:1][C:2]1[CH:3]=[C:4]([CH:8]([C:10]2[CH:11]=[N:12][CH:13]=[CH:14][C:15]=2[CH3:16])[OH:9])[O:5][C:6]=1[CH3:7]. The catalyst is C(Cl)(Cl)Cl.[O-2].[O-2].[Mn+4]. The product is [CH3:1][C:2]1[CH:3]=[C:4]([C:8]([C:10]2[CH:11]=[N:12][CH:13]=[CH:14][C:15]=2[CH3:16])=[O:9])[O:5][C:6]=1[CH3:7]. (2) The reactants are CC(C1C=C(C(C)C)C=C(C(C)C)C=1S(O[CH:20]([C:22]1([OH:45])[CH2:25][N:24]([C:26]([C:28]2[CH:33]=[CH:32][C:31]([F:34])=[C:30]([F:35])[C:29]=2[NH:36][C:37]2[CH:42]=[CH:41][C:40]([I:43])=[CH:39][C:38]=2[F:44])=[O:27])[CH2:23]1)[CH3:21])(=O)=O)C.[H-].[Na+].C(OCC)(=O)C. The catalyst is O1CCCC1. The product is [F:35][C:30]1[C:31]([F:34])=[CH:32][CH:33]=[C:28]([C:26]([N:24]2[CH2:25][C:22]3([O:45][CH:20]3[CH3:21])[CH2:23]2)=[O:27])[C:29]=1[NH:36][C:37]1[CH:42]=[CH:41][C:40]([I:43])=[CH:39][C:38]=1[F:44]. The yield is 0.990. (3) The reactants are [C:1]([O:4][CH2:5][C:6]1[C:11]([C:12]2[CH:17]=[CH:16][N:15]=[C:14]([NH2:18])[C:13]=2[NH2:19])=[CH:10][CH:9]=[CH:8][C:7]=1[N:20]1[C:26](=[O:27])[C:25]2[C:28]([F:35])=[CH:29][C:30]([CH:32]3[CH2:34][CH2:33]3)=[CH:31][C:24]=2[O:23][CH2:22][CH2:21]1)(=[O:3])[CH3:2].[N:36]1([C:42]([C:44]2[CH:51]=[CH:50][C:47]([CH:48]=O)=[CH:46][CH:45]=2)=[O:43])[CH2:41][CH2:40][O:39][CH2:38][CH2:37]1.CC1C=CC(S(O)(=O)=O)=CC=1. The catalyst is CN(C)C=O. The product is [C:1]([O:4][CH2:5][C:6]1[C:11]([C:12]2[CH:17]=[CH:16][N:15]=[C:14]3[NH:18][C:48]([C:47]4[CH:50]=[CH:51][C:44]([C:42]([N:36]5[CH2:41][CH2:40][O:39][CH2:38][CH2:37]5)=[O:43])=[CH:45][CH:46]=4)=[N:19][C:13]=23)=[CH:10][CH:9]=[CH:8][C:7]=1[N:20]1[C:26](=[O:27])[C:25]2[C:28]([F:35])=[CH:29][C:30]([CH:32]3[CH2:33][CH2:34]3)=[CH:31][C:24]=2[O:23][CH2:22][CH2:21]1)(=[O:3])[CH3:2]. The yield is 0.400. (4) The reactants are C[Si]([N-][Si](C)(C)C)(C)C.[Li+].CC(P(OC)(O)=O)(C([O-])=[O:15])C.[C:22]([C:25]1C=[CH:33][C:32]2[C:27](=[CH:28][CH:29]=[C:30]([O:35][CH3:36])[CH:31]=2)[CH:26]=1)(=O)[CH3:23].[CH2:37]1[CH2:41][O:40][CH2:39][CH2:38]1. The catalyst is [NH4+].[Cl-]. The product is [CH3:36][O:35][C:30](=[O:15])[CH:31]=[C:32]([C:27]1[CH:28]=[CH:29][C:38]2[C:25](=[CH:22][CH:23]=[C:41]([O:40][CH3:39])[CH:37]=2)[CH:26]=1)[CH3:33]. The yield is 0.920. (5) The reactants are Br[C:2]1[CH:20]=[CH:19][C:5]2[N:6]=[C:7]([C@H:9]3[CH2:12][C@H:11]([N:13]4[CH2:18][CH2:17][CH2:16][CH2:15][CH2:14]4)[CH2:10]3)[S:8][C:4]=2[CH:3]=1.[OH:21][C@H:22]1[CH2:26][CH2:25][NH:24][C:23]1=[O:27].CC1(C)C2C(=C(P(C3C=CC=CC=3)C3C=CC=CC=3)C=CC=2)OC2C(P(C3C=CC=CC=3)C3C=CC=CC=3)=CC=CC1=2.C([O-])([O-])=O.[Cs+].[Cs+].[Al]. The catalyst is C1C=CC(/C=C/C(/C=C/C2C=CC=CC=2)=O)=CC=1.C1C=CC(/C=C/C(/C=C/C2C=CC=CC=2)=O)=CC=1.C1C=CC(/C=C/C(/C=C/C2C=CC=CC=2)=O)=CC=1.[Pd].[Pd]. The product is [OH:21][C@H:22]1[CH2:26][CH2:25][N:24]([C:2]2[CH:20]=[CH:19][C:5]3[N:6]=[C:7]([CH:9]4[CH2:12][CH:11]([N:13]5[CH2:18][CH2:17][CH2:16][CH2:15][CH2:14]5)[CH2:10]4)[S:8][C:4]=3[CH:3]=2)[C:23]1=[O:27]. The yield is 0.400.